From a dataset of Reaction yield outcomes from USPTO patents with 853,638 reactions. Predict the reaction yield, written as a fraction of the theoretical maximum amount of product (1.0 means a 100% yield; for example, 0.34 means a 34% yield). (1) The reactants are [OH:1]O.[Cl:3][C:4]1[N:9]=[C:8]2[NH:10][N:11]=[C:12]([S:13][CH3:14])[C:7]2=[C:6]([NH:15][CH:16]2[CH2:18][CH2:17]2)[N:5]=1.O. The catalyst is C(O)(=O)C. The product is [Cl:3][C:4]1[N:9]=[C:8]2[NH:10][N:11]=[C:12]([S:13]([CH3:14])=[O:1])[C:7]2=[C:6]([NH:15][CH:16]2[CH2:17][CH2:18]2)[N:5]=1. The yield is 0.940. (2) The reactants are CO[C:3]1[C:7](OC)=[CH:6][S:5][CH:4]=1.[CH3:10][C@@H:11]([OH:15])[C@@H:12]([OH:14])[CH3:13].C1(C)C=CC(S(O)(=O)=O)=CC=1.C(Cl)Cl. The catalyst is C1(C)C=CC=CC=1. The product is [CH3:10][CH:11]1[O:15][C:3]2=[CH:4][S:5][CH:6]=[C:7]2[O:14][CH:12]1[CH3:13]. The yield is 0.110. (3) The reactants are Cl[C:2]1[CH:11]=[N:10][C:9]2[C:4](=[CH:5][C:6]([CH3:12])=[CH:7][CH:8]=2)[N:3]=1.[CH3:13][O:14][C:15]1[CH:20]=[C:19]([O:21][CH3:22])[CH:18]=[CH:17][C:16]=1[CH2:23][NH2:24].CCOC(C)=O. The catalyst is CS(C)=O. The product is [CH3:13][O:14][C:15]1[CH:20]=[C:19]([O:21][CH3:22])[CH:18]=[CH:17][C:16]=1[CH2:23][NH:24][C:2]1[CH:11]=[N:10][C:9]2[C:4](=[CH:5][C:6]([CH3:12])=[CH:7][CH:8]=2)[N:3]=1. The yield is 0.970. (4) The reactants are [CH:1]1([C:4]2[N:5]=[CH:6][N:7]([C:9]3[CH:10]=[CH:11][C:12]([F:21])=[C:13]([CH:20]=3)[C:14]([O:16]C(C)C)=[O:15])[CH:8]=2)[CH2:3][CH2:2]1. The catalyst is Cl. The product is [CH:1]1([C:4]2[N:5]=[CH:6][N:7]([C:9]3[CH:10]=[CH:11][C:12]([F:21])=[C:13]([CH:20]=3)[C:14]([OH:16])=[O:15])[CH:8]=2)[CH2:2][CH2:3]1. The yield is 1.00. (5) The reactants are [N:1]12[CH2:8][CH2:7][C:4]([C:9]([C:17]3[CH:22]=[CH:21][CH:20]=[CH:19][CH:18]=3)([C:11]3[CH:16]=[CH:15][CH:14]=[CH:13][CH:12]=3)[OH:10])([CH2:5][CH2:6]1)[CH2:3][CH2:2]2.[Br:23][CH2:24][C:25]([C:27]1[CH:32]=[CH:31][CH:30]=[CH:29][CH:28]=1)=[O:26]. The catalyst is CC#N. The product is [Br-:23].[OH:10][C:9]([C:17]1[CH:22]=[CH:21][CH:20]=[CH:19][CH:18]=1)([C:11]1[CH:12]=[CH:13][CH:14]=[CH:15][CH:16]=1)[C:4]12[CH2:5][CH2:6][N+:1]([CH2:24][C:25](=[O:26])[C:27]3[CH:32]=[CH:31][CH:30]=[CH:29][CH:28]=3)([CH2:2][CH2:3]1)[CH2:8][CH2:7]2. The yield is 0.430. (6) The reactants are O(S(C(F)(F)F)(=O)=O)S(C(F)(F)F)(=O)=O.[CH2:16]([O:23][N:24]1[C:30](=[O:31])[N:29]2[CH2:32][C@H:25]1[CH2:26][CH2:27][C@H:28]2[C:33]([NH:35][NH:36][C:37](=[O:49])[CH2:38][CH2:39][N:40]([CH3:48])[C:41](=[O:47])[O:42][C:43]([CH3:46])([CH3:45])[CH3:44])=O)[C:17]1[CH:22]=[CH:21][CH:20]=[CH:19][CH:18]=1.N1C=CC=CC=1.C([O-])(O)=O.[Na+]. The catalyst is C(Cl)Cl. The product is [CH2:16]([O:23][N:24]1[C:30](=[O:31])[N:29]2[CH2:32][C@H:25]1[CH2:26][CH2:27][C@H:28]2[C:33]1[O:49][C:37]([CH2:38][CH2:39][N:40]([CH3:48])[C:41](=[O:47])[O:42][C:43]([CH3:44])([CH3:45])[CH3:46])=[N:36][N:35]=1)[C:17]1[CH:22]=[CH:21][CH:20]=[CH:19][CH:18]=1. The yield is 0.510. (7) The reactants are Br[C:2]1[CH:3]=[C:4]([C:8]2([C:20]3[CH:25]=[CH:24][N:23]=[CH:22][C:21]=3[F:26])[C:12]3=[N:13][CH2:14][C:15]([F:18])([F:17])[CH2:16][N:11]3[C:10]([NH2:19])=[N:9]2)[CH:5]=[CH:6][CH:7]=1.[F:27][C:28]1[C:33](B(O)O)=[CH:32][CH:31]=[CH:30][N:29]=1.C(=O)([O-])[O-].[Cs+].[Cs+]. The yield is 0.0900. The catalyst is COCCOC.O.C(O)C.C1C=CC(P(C2C=CC=CC=2)[C-]2C=CC=C2)=CC=1.C1C=CC(P(C2C=CC=CC=2)[C-]2C=CC=C2)=CC=1.Cl[Pd]Cl.[Fe+2]. The product is [F:17][C:15]1([F:18])[CH2:16][N:11]2[C:10]([NH2:19])=[N:9][C:8]([C:20]3[CH:25]=[CH:24][N:23]=[CH:22][C:21]=3[F:26])([C:4]3[CH:5]=[CH:6][CH:7]=[C:2]([C:33]4[C:28]([F:27])=[N:29][CH:30]=[CH:31][CH:32]=4)[CH:3]=3)[C:12]2=[N:13][CH2:14]1. (8) The reactants are [OH:1][C:2]1[C:11]2[C:6](=[N:7][CH:8]=[CH:9][CH:10]=2)[N:5]([CH2:12][CH2:13][CH:14]([CH3:16])[CH3:15])[C:4](=[O:17])[C:3]=1[C:18]1[NH:23][C:22]2[CH:24]=[CH:25][C:26]([NH:28][S:29]([C:32]3[CH:37]=[CH:36][CH:35]=[CH:34][C:33]=3[N+:38]([O-])=O)(=[O:31])=[O:30])=[CH:27][C:21]=2[S:20](=[O:42])(=[O:41])[N:19]=1.[NH4+].[Cl-]. The catalyst is CO.O1CCCC1.O.[Fe]. The product is [NH2:38][C:33]1[CH:34]=[CH:35][CH:36]=[CH:37][C:32]=1[S:29]([NH:28][C:26]1[CH:25]=[CH:24][C:22]2[NH:23][C:18]([C:3]3[C:4](=[O:17])[N:5]([CH2:12][CH2:13][CH:14]([CH3:16])[CH3:15])[C:6]4[C:11]([C:2]=3[OH:1])=[CH:10][CH:9]=[CH:8][N:7]=4)=[N:19][S:20](=[O:42])(=[O:41])[C:21]=2[CH:27]=1)(=[O:31])=[O:30]. The yield is 0.920. (9) The reactants are [N+:1]([C:4]1[CH:12]=[C:11]2[C:7]([CH:8]=[C:9]([C:13]#[N:14])[NH:10]2)=[CH:6][CH:5]=1)([O-])=O. The catalyst is [Ni].CCO. The product is [NH2:1][C:4]1[CH:12]=[C:11]2[C:7]([CH:8]=[C:9]([C:13]#[N:14])[NH:10]2)=[CH:6][CH:5]=1. The yield is 0.490.